Dataset: Forward reaction prediction with 1.9M reactions from USPTO patents (1976-2016). Task: Predict the product of the given reaction. (1) The product is: [CH2:1]([O:3][C:4]([C:6]1[C:12]2[NH:13][C:14]3[CH2:15][CH2:16][CH2:17][CH2:18][C:19]=3[C:11]=2[CH2:10][CH2:9][N:8]([C:20](=[O:28])[C:21]2[CH:26]=[CH:25][C:24]([F:27])=[CH:23][CH:22]=2)[CH:7]=1)=[O:5])[CH3:2]. Given the reactants [CH2:1]([O:3][C:4]([CH:6]1[C:12]2[NH:13][C:14]3[CH2:15][CH2:16][CH2:17][CH2:18][C:19]=3[C:11]=2[CH2:10][CH2:9][N:8]([C:20](=[O:28])[C:21]2[CH:26]=[CH:25][C:24]([F:27])=[CH:23][CH:22]=2)[CH2:7]1)=[O:5])[CH3:2].ClOC(C)(C)C.O, predict the reaction product. (2) Given the reactants [CH2:1]([O:3][C:4](=[O:34])[C@@H:5]([O:32][CH3:33])[CH2:6][C:7]1[CH:12]=[CH:11][C:10]([C:13]#[C:14][CH2:15][CH2:16][O:17][C:18]2[CH:23]=[CH:22][C:21]([C:24](=[O:31])[C:25]3[CH:30]=[CH:29][CH:28]=[CH:27][CH:26]=3)=[CH:20][CH:19]=2)=[CH:9][CH:8]=1)[CH3:2].C[OH:36], predict the reaction product. The product is: [CH2:1]([O:3][C:4](=[O:34])[C@@H:5]([O:32][CH3:33])[CH2:6][C:7]1[CH:8]=[CH:9][C:10]([C:13](=[O:36])[CH2:14][CH2:15][CH2:16][O:17][C:18]2[CH:19]=[CH:20][C:21]([C:24](=[O:31])[C:25]3[CH:26]=[CH:27][CH:28]=[CH:29][CH:30]=3)=[CH:22][CH:23]=2)=[CH:11][CH:12]=1)[CH3:2].